From a dataset of Catalyst prediction with 721,799 reactions and 888 catalyst types from USPTO. Predict which catalyst facilitates the given reaction. (1) Reactant: [Cl:1][C:2]1[CH:7]=[CH:6][CH:5]=[C:4]([Cl:8])[C:3]=1[N:9]1[C:18]2[C:13](=[C:14]([C:20]3[CH:25]=[CH:24][CH:23]=[CH:22][C:21]=3[Cl:26])[CH:15]=[C:16]([OH:19])[CH:17]=2)[CH2:12][NH:11][C:10]1=[O:27].C(=O)([O-])[O-].[K+].[K+].[CH2:34](Cl)[CH:35]=[CH2:36].[I-].[Na+]. Product: [Cl:1][C:2]1[CH:7]=[CH:6][CH:5]=[C:4]([Cl:8])[C:3]=1[N:9]1[C:18]2[C:13](=[C:14]([C:20]3[CH:25]=[CH:24][CH:23]=[CH:22][C:21]=3[Cl:26])[CH:15]=[C:16]([O:19][CH2:36][CH:35]=[CH2:34])[CH:17]=2)[CH2:12][NH:11][C:10]1=[O:27]. The catalyst class is: 21. (2) Reactant: [Mg].[F:2][C:3]1[C:8]([F:9])=[CH:7][CH:6]=[CH:5][C:4]=1Br.[CH2:11]([C@H:16]1[CH2:21][CH2:20][C@H:19]([CH2:22][CH2:23][CH2:24][CH2:25][CH:26]2[CH2:31][CH2:30][C:29](=O)[CH2:28][CH2:27]2)[CH2:18][CH2:17]1)[CH2:12][CH2:13][CH2:14][CH3:15].[Cl-].[NH4+]. Product: [F:9][C:8]1[CH:7]=[CH:6][CH:5]=[C:4]([C:29]2[CH2:30][CH2:31][CH:26]([CH2:25][CH2:24][CH2:23][CH2:22][C@H:19]3[CH2:18][CH2:17][C@H:16]([CH2:11][CH2:12][CH2:13][CH2:14][CH3:15])[CH2:21][CH2:20]3)[CH2:27][CH:28]=2)[C:3]=1[F:2]. The catalyst class is: 1. (3) Reactant: Cl.Cl.[NH2:3][CH2:4][CH2:5][N:6]1[C:14]2[C:13]([NH:15][C:16]3[CH:21]=[CH:20][C:19]([O:22][C:23]4[CH:28]=[CH:27][CH:26]=[C:25]([C:29]5[S:30][CH:31]=[C:32]([C:34]([F:37])([F:36])[F:35])[N:33]=5)[CH:24]=4)=[C:18]([Cl:38])[CH:17]=3)=[N:12][CH:11]=[N:10][C:9]=2[CH:8]=[CH:7]1.[CH3:39][S:40]([CH2:43][C:44](O)=[O:45])(=[O:42])=[O:41].ON1C2C=CC=CC=2N=N1.Cl.C(N=C=NCCCN(C)C)C. Product: [Cl:38][C:18]1[CH:17]=[C:16]([NH:15][C:13]2[C:14]3[N:6]([CH2:5][CH2:4][NH:3][C:44](=[O:45])[CH2:43][S:40]([CH3:39])(=[O:42])=[O:41])[CH:7]=[CH:8][C:9]=3[N:10]=[CH:11][N:12]=2)[CH:21]=[CH:20][C:19]=1[O:22][C:23]1[CH:28]=[CH:27][CH:26]=[C:25]([C:29]2[S:30][CH:31]=[C:32]([C:34]([F:35])([F:37])[F:36])[N:33]=2)[CH:24]=1. The catalyst class is: 681. (4) Reactant: [F:1][C:2]1[CH:7]=[C:6]([F:8])[CH:5]=[CH:4][C:3]=1[C:9](=[O:15])/[CH:10]=[CH:11]/[C:12]([OH:14])=[O:13].[NH:16]1[C:24]2[C:19](=[CH:20][CH:21]=[CH:22][CH:23]=2)[CH:18]=[CH:17]1. Product: [F:1][C:2]1[CH:7]=[C:6]([F:8])[CH:5]=[CH:4][C:3]=1[C:9](=[O:15])[CH2:10][CH:11]([C:18]1[C:19]2[C:24](=[CH:23][CH:22]=[CH:21][CH:20]=2)[NH:16][CH:17]=1)[C:12]([OH:14])=[O:13]. The catalyst class is: 48. (5) Reactant: [CH3:1][CH:2]([CH3:32])[CH2:3][CH:4]([C:10]1[CH:11]=[C:12]([C:22]2[CH:27]=[CH:26][C:25]([C:28]([F:31])([F:30])[F:29])=[CH:24][CH:23]=2)[C:13]([O:16][CH2:17][C:18]([F:21])([F:20])[F:19])=[CH:14][CH:15]=1)[C:5]([O:7]CC)=[O:6].O.[OH-].[Li+]. Product: [CH3:1][CH:2]([CH3:32])[CH2:3][CH:4]([C:10]1[CH:11]=[C:12]([C:22]2[CH:27]=[CH:26][C:25]([C:28]([F:29])([F:30])[F:31])=[CH:24][CH:23]=2)[C:13]([O:16][CH2:17][C:18]([F:20])([F:19])[F:21])=[CH:14][CH:15]=1)[C:5]([OH:7])=[O:6]. The catalyst class is: 200.